Dataset: Reaction yield outcomes from USPTO patents with 853,638 reactions. Task: Predict the reaction yield, written as a fraction of the theoretical maximum amount of product (1.0 means a 100% yield; for example, 0.34 means a 34% yield). (1) The reactants are [Cl:1][C:2]1[CH:7]=[CH:6][C:5](B(O)O)=[CH:4][CH:3]=1.C(O[I:15](OC(=O)C)[C:16]1[C:21]([CH3:22])=[CH:20][C:19]([CH3:23])=[CH:18][C:17]=1[CH3:24])(=O)C.[F:29][B-:30]([F:33])([F:32])[F:31].C1([I+]C2C=CC=CC=2)C=CC=CC=1.F[B-](F)(F)F.[Na+]. The catalyst is C(Cl)Cl. The product is [F:29][B-:30]([F:33])([F:32])[F:31].[Cl:1][C:2]1[CH:7]=[CH:6][C:5]([I+:15][C:16]2[C:21]([CH3:22])=[CH:20][C:19]([CH3:23])=[CH:18][C:17]=2[CH3:24])=[CH:4][CH:3]=1. The yield is 0.935. (2) The reactants are [CH2:1]([O:4][C:5]([CH3:9])([CH3:8])[CH2:6][OH:7])[CH:2]=[CH2:3].C1C=C(Cl)C=C(C(OO)=[O:18])C=1.C([O-])(O)=O.[Na+].[O-]S([O-])(=S)=O.[Na+].[Na+]. The catalyst is C(Cl)Cl. The product is [CH3:8][C:5]([O:4][CH2:1][CH:2]1[CH2:3][O:18]1)([CH3:9])[CH2:6][OH:7]. The yield is 0.340. (3) The reactants are [C:1]([O:5][C@@H:6]([C:12]1[C:13]([CH3:34])=[N:14][C:15]([CH3:33])=[C:16]([C:26]2[CH:31]=[CH:30][C:29](O)=[CH:28][CH:27]=2)[C:17]=1[N:18]1[CH2:23][CH2:22][C:21]([CH3:25])([CH3:24])[CH2:20][CH2:19]1)[C:7]([O:9]CC)=[O:8])([CH3:4])([CH3:3])[CH3:2].[CH3:35][C:36]1[S:40][C:39]([CH2:41][CH2:42][OH:43])=[CH:38][CH:37]=1.C1C=CC(P(C2C=CC=CC=2)C2C=CC=CC=2)=CC=1.CC(OC(/N=N/C(OC(C)C)=O)=O)C.[OH-].[Na+]. The catalyst is C1COCC1.CO. The product is [C:1]([O:5][C@@H:6]([C:12]1[C:13]([CH3:34])=[N:14][C:15]([CH3:33])=[C:16]([C:26]2[CH:27]=[CH:28][C:29]([O:43][CH2:42][CH2:41][C:39]3[S:40][C:36]([CH3:35])=[CH:37][CH:38]=3)=[CH:30][CH:31]=2)[C:17]=1[N:18]1[CH2:19][CH2:20][C:21]([CH3:25])([CH3:24])[CH2:22][CH2:23]1)[C:7]([OH:9])=[O:8])([CH3:4])([CH3:2])[CH3:3]. The yield is 0.216. (4) The yield is 0.140. The reactants are [CH2:1]([O:3][C:4]([C:6]1[O:7][C:8]2[CH:15]=[CH:14][CH:13]=[C:12](OS(C(F)(F)F)(=O)=O)[C:9]=2[C:10]=1[CH3:11])=[O:5])[CH3:2].[CH2:24]([Sn](CCCC)(CCCC)C#CC)[CH2:25][CH2:26]C.C(OCC)(=O)C.CCCCCC. The catalyst is C1(C)C=CC=CC=1.C1C=CC([P]([Pd]([P](C2C=CC=CC=2)(C2C=CC=CC=2)C2C=CC=CC=2)([P](C2C=CC=CC=2)(C2C=CC=CC=2)C2C=CC=CC=2)[P](C2C=CC=CC=2)(C2C=CC=CC=2)C2C=CC=CC=2)(C2C=CC=CC=2)C2C=CC=CC=2)=CC=1. The product is [CH2:1]([O:3][C:4]([C:6]1[O:7][C:8]2[CH:15]=[CH:14][CH:13]=[C:12]([C:24]#[C:25][CH3:26])[C:9]=2[C:10]=1[CH3:11])=[O:5])[CH3:2]. (5) The reactants are [CH3:1][N:2]1[CH2:8][CH2:7][CH2:6][N:5]([CH:9]2[CH2:14][CH2:13][N:12](CC3C=CC=CC=3)[CH2:11][CH2:10]2)[CH2:4][CH2:3]1. The catalyst is [OH-].[OH-].[Pd+2]. The product is [CH3:1][N:2]1[CH2:8][CH2:7][CH2:6][N:5]([CH:9]2[CH2:14][CH2:13][NH:12][CH2:11][CH2:10]2)[CH2:4][CH2:3]1. The yield is 1.00. (6) The reactants are [N+:1]([C:4]1[CH:12]=[CH:11][C:7]2=[N:8][S:9][N:10]=[C:6]2[CH:5]=1)([O-])=O.Cl[Sn]Cl.O. The catalyst is O1CCOCC1.C(O)C. The product is [NH2:1][C:4]1[CH:12]=[CH:11][C:7]2=[N:8][S:9][N:10]=[C:6]2[CH:5]=1. The yield is 0.880. (7) The reactants are [CH2:1]([N:8]([CH2:27][C:28]1[CH:33]=[CH:32][CH:31]=[CH:30][CH:29]=1)[CH2:9][C@H:10]([O:25][CH3:26])[CH2:11][N:12]1[CH2:17][CH2:16][N:15]([C:18](OC(C)(C)C)=O)[CH2:14][CH2:13]1)[C:2]1[CH:7]=[CH:6][CH:5]=[CH:4][CH:3]=1.Cl.C=O.C(O[BH-](OC(=O)C)OC(=O)C)(=O)C.[Na+].N. The catalyst is ClCCl.O1CCOCC1.O.C(#N)C. The product is [CH2:27]([N:8]([CH2:1][C:2]1[CH:3]=[CH:4][CH:5]=[CH:6][CH:7]=1)[CH2:9][C@H:10]([O:25][CH3:26])[CH2:11][N:12]1[CH2:13][CH2:14][N:15]([CH3:18])[CH2:16][CH2:17]1)[C:28]1[CH:33]=[CH:32][CH:31]=[CH:30][CH:29]=1. The yield is 0.830. (8) The reactants are CC(C)[C@@H](N1CC2C(=CC=C(C3C=CC(NC(NC4C=CC=C(C(F)(F)F)C=4)=O)=CC=3)C=2)C1=O)C(O)=O.[CH3:38][O:39][CH2:40][C@H:41]([N:46]1[CH2:54][C:53]2[C:48](=[CH:49][CH:50]=[C:51]([C:55]3[CH:60]=[CH:59][C:58]([NH:61][C:62]([NH:64][C:65]4[CH:70]=[CH:69][CH:68]=[C:67]([C:71]([F:74])([F:73])[F:72])[CH:66]=4)=[O:63])=[CH:57][CH:56]=3)[CH:52]=2)[C:47]1=[O:75])[C:42]([O:44]C)=[O:43]. No catalyst specified. The product is [CH3:38][O:39][CH2:40][C@H:41]([N:46]1[CH2:54][C:53]2[C:48](=[CH:49][CH:50]=[C:51]([C:55]3[CH:56]=[CH:57][C:58]([NH:61][C:62]([NH:64][C:65]4[CH:70]=[CH:69][CH:68]=[C:67]([C:71]([F:74])([F:72])[F:73])[CH:66]=4)=[O:63])=[CH:59][CH:60]=3)[CH:52]=2)[C:47]1=[O:75])[C:42]([OH:44])=[O:43]. The yield is 0.890. (9) The reactants are [C:1]12([CH2:11][CH2:12][NH:13][CH2:14][CH2:15][CH2:16][NH:17][CH2:18][CH2:19][CH2:20][C:21]3[CH:26]=[CH:25][N:24]=[CH:23][CH:22]=3)[CH2:10][CH:5]3[CH2:6][CH:7]([CH2:9][CH:3]([CH2:4]3)[CH2:2]1)[CH2:8]2.[C:27](N1C=CN=C1)(N1C=CN=C1)=[O:28]. The catalyst is C(Cl)Cl. The product is [C:1]12([CH2:11][CH2:12][N:13]3[CH2:14][CH2:15][CH2:16][N:17]([CH2:18][CH2:19][CH2:20][C:21]4[CH:22]=[CH:23][N:24]=[CH:25][CH:26]=4)[C:27]3=[O:28])[CH2:2][CH:3]3[CH2:4][CH:5]([CH2:6][CH:7]([CH2:9]3)[CH2:8]1)[CH2:10]2. The yield is 0.0940. (10) The reactants are Br[C:2]1[O:3][C:4]2[C:24]([O:25]C(=O)C)=[C:23]([O:29][CH3:30])[CH:22]=[CH:21][C:5]=2[C:6]=1[C:7](=[O:20])[C:8]1[CH:13]=[C:12]([O:14][CH3:15])[C:11]([O:16][CH3:17])=[C:10]([O:18][CH3:19])[CH:9]=1.C[Si]([C:35]#[CH:36])(C)C. The catalyst is ClCCl.C(N(CC)CC)C.Cl[Pd](Cl)([P](C1C=CC=CC=1)(C1C=CC=CC=1)C1C=CC=CC=1)[P](C1C=CC=CC=1)(C1C=CC=CC=1)C1C=CC=CC=1.[Cu]I. The product is [C:35]([C:2]1[O:3][C:4]2[C:24]([OH:25])=[C:23]([O:29][CH3:30])[CH:22]=[CH:21][C:5]=2[C:6]=1[C:7](=[O:20])[C:8]1[CH:9]=[C:10]([O:18][CH3:19])[C:11]([O:16][CH3:17])=[C:12]([O:14][CH3:15])[CH:13]=1)#[CH:36]. The yield is 0.260.